This data is from Forward reaction prediction with 1.9M reactions from USPTO patents (1976-2016). The task is: Predict the product of the given reaction. The product is: [NH:20]([C:2]1[C:3]2[CH:10]=[CH:9][N:8]([CH2:11][O:12][CH2:13][CH2:14][Si:15]([CH3:18])([CH3:17])[CH3:16])[C:4]=2[N:5]=[CH:6][N:7]=1)[NH2:21]. Given the reactants Cl[C:2]1[C:3]2[CH:10]=[CH:9][N:8]([CH2:11][O:12][CH2:13][CH2:14][Si:15]([CH3:18])([CH3:17])[CH3:16])[C:4]=2[N:5]=[CH:6][N:7]=1.O.[NH2:20][NH2:21], predict the reaction product.